Dataset: Full USPTO retrosynthesis dataset with 1.9M reactions from patents (1976-2016). Task: Predict the reactants needed to synthesize the given product. Given the product [CH2:34]([O:41][C:42](=[O:43])[NH:44][C@@H:45]([CH:49]1[CH2:54][CH2:53][O:52][CH2:51][CH2:50]1)[C:46](=[O:47])[N:17]1[C@H:16]([C:14](=[O:15])[NH:13][C@H:3]2[C:12]3[C:7](=[CH:8][CH:9]=[CH:10][CH:11]=3)[CH2:6][CH2:5][CH2:4]2)[CH2:21][N:20]2[CH2:22][CH2:23][CH2:24][C@H:19]2[CH2:18]1)[C:35]1[CH:40]=[CH:39][CH:38]=[CH:37][CH:36]=1, predict the reactants needed to synthesize it. The reactants are: Cl.Cl.[C@H:3]1([NH:13][C:14]([C@@H:16]2[CH2:21][N:20]3[CH2:22][CH2:23][CH2:24][C@H:19]3[CH2:18][NH:17]2)=[O:15])[C:12]2[C:7](=[CH:8][CH:9]=[CH:10][CH:11]=2)[CH2:6][CH2:5][CH2:4]1.C(N(C(C)C)C(C)C)C.[CH2:34]([O:41][C:42]([NH:44][C@@H:45]([CH:49]1[CH2:54][CH2:53][O:52][CH2:51][CH2:50]1)[C:46](O)=[O:47])=[O:43])[C:35]1[CH:40]=[CH:39][CH:38]=[CH:37][CH:36]=1.F[P-](F)(F)(F)(F)F.N1(OC(N(C)C)=[N+](C)C)C2N=CC=CC=2N=N1.